This data is from Aqueous solubility values for 9,982 compounds from the AqSolDB database. The task is: Regression/Classification. Given a drug SMILES string, predict its absorption, distribution, metabolism, or excretion properties. Task type varies by dataset: regression for continuous measurements (e.g., permeability, clearance, half-life) or binary classification for categorical outcomes (e.g., BBB penetration, CYP inhibition). For this dataset (solubility_aqsoldb), we predict Y. The molecule is CN1[C@H]2CC[C@@H]1CC(OC(=O)[C@H](CO)c1ccccc1)C2. The Y is -1.91 log mol/L.